From a dataset of Full USPTO retrosynthesis dataset with 1.9M reactions from patents (1976-2016). Predict the reactants needed to synthesize the given product. (1) Given the product [C:30]([O:33][CH2:34][C:35]([O:1]/[N:2]=[C:3](/[NH2:4])\[C:5]1[CH:6]=[N:7][C:8]([C:11]([C:16]2[CH:21]=[CH:20][C:19]([C:22]3[CH:23]=[N:24][CH:25]=[C:26]([O:28][CH3:29])[CH:27]=3)=[CH:18][CH:17]=2)([CH3:15])[CH:12]([CH3:13])[CH3:14])=[CH:9][CH:10]=1)=[O:36])(=[O:32])[CH3:31], predict the reactants needed to synthesize it. The reactants are: [OH:1][N:2]=[C:3]([C:5]1[CH:6]=[N:7][C:8]([C:11]([C:16]2[CH:21]=[CH:20][C:19]([C:22]3[CH:23]=[N:24][CH:25]=[C:26]([O:28][CH3:29])[CH:27]=3)=[CH:18][CH:17]=2)([CH3:15])[CH:12]([CH3:14])[CH3:13])=[CH:9][CH:10]=1)[NH2:4].[C:30]([O:33][CH2:34][C:35](O)=[O:36])(=[O:32])[CH3:31].Cl.CN(C)CCCN=C=NCC.ON1C2C=CC=CC=2N=N1.C(=O)(O)[O-].[Na+]. (2) Given the product [N:20]1([S:17]([C:3]2[CH:4]=[CH:5][C:6]([NH:8][C:9]3[N:14]=[CH:13][C:12](/[CH:15]=[CH:16]/[C:42]4[CH:41]=[CH:40][C:38]5[N:39]=[C:35]([NH2:34])[S:36][C:37]=5[CH:43]=4)=[CH:11][N:10]=3)=[CH:7][C:2]=2[F:1])(=[O:19])=[O:18])[CH2:26][CH2:25][CH2:24][NH:23][CH2:22][CH2:21]1, predict the reactants needed to synthesize it. The reactants are: [F:1][C:2]1[CH:7]=[C:6]([NH:8][C:9]2[N:14]=[CH:13][C:12]([CH:15]=[CH2:16])=[CH:11][N:10]=2)[CH:5]=[CH:4][C:3]=1[S:17]([N:20]1[CH2:26][CH2:25][CH2:24][N:23](C(OC(C)(C)C)=O)[CH2:22][CH2:21]1)(=[O:19])=[O:18].[NH2:34][C:35]1[S:36][C:37]2[CH:43]=[C:42](Br)[CH:41]=[CH:40][C:38]=2[N:39]=1.C(=O)([O-])[O-].[Cs+].[Cs+].C(P(C(C)(C)C)C(C)(C)C)(C)(C)C.C1(C)C=CC=CC=1.Cl. (3) Given the product [CH3:1][S:2]([O-:5])(=[O:4])=[O:3].[CH2:6]([O:13][C:14](=[O:30])[CH2:15][C@@H:16]([NH:22][C:23]([O:25][C:26]([CH3:28])([CH3:27])[CH3:29])=[O:24])[CH2:17][N+:18]([CH3:21])([CH3:20])[CH3:19])[C:7]1[CH:8]=[CH:9][CH:10]=[CH:11][CH:12]=1, predict the reactants needed to synthesize it. The reactants are: [CH3:1][S:2]([O-:5])(=[O:4])=[O:3].[CH2:6]([O:13][C:14](=[O:30])[CH2:15][C@@H:16]([NH:22][C:23]([O:25][C:26]([CH3:29])([CH3:28])[CH3:27])=[O:24])[CH2:17][N+:18]([CH3:21])([CH3:20])[CH3:19])[C:7]1[CH:12]=[CH:11][CH:10]=[CH:9][CH:8]=1.CS([O-])(=O)=O.N[C@H](CC(OCC1C=CC=CC=1)=O)C[N+](C)(C)C.FC(F)(F)C(O)=O. (4) Given the product [CH3:6][O:7][CH2:8][CH2:9][N:2]([CH2:3][CH2:4][OH:5])[CH3:1], predict the reactants needed to synthesize it. The reactants are: [CH3:1][NH:2][CH2:3][CH2:4][OH:5].[CH3:6][O:7][CH2:8][CH2:9]Br.C(N(CC)CC)C. (5) Given the product [N+:1]([C:4]1[CH:5]=[CH:6][C:7](/[CH:8]=[CH:22]/[C:24]2[CH:33]=[CH:32][C:27]([C:28]([O:30][CH3:31])=[O:29])=[CH:26][CH:25]=2)=[CH:17][CH:18]=1)([O-:3])=[O:2], predict the reactants needed to synthesize it. The reactants are: [N+:1]([C:4]1[CH:18]=[CH:17][C:7]([CH2:8]P(=O)(OCC)OCC)=[CH:6][CH:5]=1)([O-:3])=[O:2].C[O-].[Na+].[CH:22]([C:24]1[CH:33]=[CH:32][C:27]([C:28]([O:30][CH3:31])=[O:29])=[CH:26][CH:25]=1)=O. (6) The reactants are: C([O:4][C@H:5]1[C@@H:29]([O:30]C(=O)C)[C@H:28]([O:34]C(=O)C)[C@@H:27]([CH2:38][O:39]C(=O)C)[O:26][C@@H:6]1[O:7][C:8]1[CH:13]=[CH:12][C:11]([N:14]2[C:22]3[C:17](=[CH:18][C:19]([O:23][CH3:24])=[CH:20][CH:21]=3)[CH:16]=[CH:15]2)=[CH:10][C:9]=1[Cl:25])(=O)C.CO[Na].CO. Given the product [O:7]([C:8]1[CH:13]=[CH:12][C:11]([N:14]2[C:22]3[C:17](=[CH:18][C:19]([O:23][CH3:24])=[CH:20][CH:21]=3)[CH:16]=[CH:15]2)=[CH:10][C:9]=1[Cl:25])[C@H:6]1[O:26][C@H:27]([CH2:38][OH:39])[C@@H:28]([OH:34])[C@H:29]([OH:30])[C@@H:5]1[OH:4], predict the reactants needed to synthesize it.